This data is from Full USPTO retrosynthesis dataset with 1.9M reactions from patents (1976-2016). The task is: Predict the reactants needed to synthesize the given product. Given the product [O:11]1[CH2:12][CH2:13][CH2:14][CH:10]1[C:5]1[CH:6]=[CH:7][CH:8]=[CH:9][C:4]=1[NH2:1], predict the reactants needed to synthesize it. The reactants are: [N+:1]([C:4]1[CH:9]=[CH:8][CH:7]=[CH:6][C:5]=1[CH:10]1[CH:14]=[CH:13][CH2:12][O:11]1)([O-])=O.[N+](C1C=CC=CC=1C1CC=CO1)([O-])=O.CCN(CC)CC.